Dataset: Forward reaction prediction with 1.9M reactions from USPTO patents (1976-2016). Task: Predict the product of the given reaction. Given the reactants [Br:1][C:2]1[CH:3]=[N:4][C:5]2[C:10]([CH:11]=1)=[CH:9][C:8]([C:12](OC)=[O:13])=[CH:7][CH:6]=2.[H-].[H-].[H-].[H-].[Li+].[Al+3].O.[OH-].[Na+], predict the reaction product. The product is: [Br:1][C:2]1[CH:3]=[N:4][C:5]2[C:10]([CH:11]=1)=[CH:9][C:8]([CH2:12][OH:13])=[CH:7][CH:6]=2.